Task: Predict the reaction yield, written as a fraction of the theoretical maximum amount of product (1.0 means a 100% yield; for example, 0.34 means a 34% yield).. Dataset: Reaction yield outcomes from USPTO patents with 853,638 reactions (1) The product is [Cl:12][C:7]1[C:6]2[CH2:13][NH:17][C:4](=[O:3])[C:5]=2[CH:10]=[C:9]([Cl:11])[N:8]=1. The catalyst is O1CCCC1. The yield is 0.860. The reactants are C([O:3][C:4](=O)[C:5]1[CH:10]=[C:9]([Cl:11])[N:8]=[C:7]([Cl:12])[C:6]=1[CH2:13]Br)C.[OH-].[NH4+:17]. (2) The reactants are [F:1][C:2]1[CH:3]=[CH:4][CH:5]=[C:6]2[C:10]=1[NH:9][CH:8]=[C:7]2[CH2:11][NH:12][CH3:13].CNCC1C2C=CC=CC=2N2CCCC=12.[NH2:29][C:30]1[N:35]=[CH:34][C:33](/[CH:36]=[CH:37]/[C:38]([OH:40])=O)=[CH:32][CH:31]=1.Cl.O=C1NC2N=CC(/C=C/C(O)=O)=CC=2CC1. No catalyst specified. The product is [NH2:29][C:30]1[N:35]=[CH:34][C:33](/[CH:36]=[CH:37]/[C:38]([N:12]([CH2:11][C:7]2[C:6]3[C:10](=[C:2]([F:1])[CH:3]=[CH:4][CH:5]=3)[NH:9][CH:8]=2)[CH3:13])=[O:40])=[CH:32][CH:31]=1. The yield is 0.180. (3) The reactants are [CH2:1]([C@H:3]1[C@@H:7]([C:8]2[N:12]3[C:13]4[CH:19]=[CH:18][N:17]([S:20]([C:23]5[CH:29]=[CH:28][C:26]([CH3:27])=[CH:25][CH:24]=5)(=[O:22])=[O:21])[C:14]=4[N:15]=[CH:16][C:11]3=[N:10][N:9]=2)[CH2:6][C@@H:5]([NH:30][C:31]2[C:32](=[O:38])[C:33](=[O:37])[C:34]=2OC)[CH2:4]1)[CH3:2].Cl.[F:40][C:41]([F:46])([F:45])[CH2:42][CH2:43][NH2:44].CCN(C(C)C)C(C)C. The catalyst is CO. The product is [CH2:1]([C@H:3]1[C@@H:7]([C:8]2[N:12]3[C:13]4[CH:19]=[CH:18][N:17]([S:20]([C:23]5[CH:24]=[CH:25][C:26]([CH3:27])=[CH:28][CH:29]=5)(=[O:21])=[O:22])[C:14]=4[N:15]=[CH:16][C:11]3=[N:10][N:9]=2)[CH2:6][C@@H:5]([NH:30][C:31]2[C:32](=[O:38])[C:33](=[O:37])[C:34]=2[NH:44][CH2:43][CH2:42][C:41]([F:46])([F:45])[F:40])[CH2:4]1)[CH3:2]. The yield is 0.790.